Predict the reaction yield, written as a fraction of the theoretical maximum amount of product (1.0 means a 100% yield; for example, 0.34 means a 34% yield). From a dataset of Reaction yield outcomes from USPTO patents with 853,638 reactions. (1) The reactants are Cl[CH:2]([O:6][C:7]([NH:9][CH2:10][C:11]1([CH2:17][C:18]([O:20][CH3:21])=[O:19])[CH2:16][CH2:15][CH2:14][CH2:13][CH2:12]1)=[O:8])[CH:3]([CH3:5])[CH3:4].[C:22]([OH:27])(=[O:26])[CH:23]([CH3:25])[CH3:24]. The yield is 0.630. The catalyst is C(Cl)(Cl)Cl.C(=O)([O-])[O-].[Ag+2]. The product is [C:22]([O:27][CH:2]([O:6][C:7]([NH:9][CH2:10][C:11]1([CH2:17][C:18]([O:20][CH3:21])=[O:19])[CH2:16][CH2:15][CH2:14][CH2:13][CH2:12]1)=[O:8])[CH:3]([CH3:5])[CH3:4])(=[O:26])[CH:23]([CH3:25])[CH3:24]. (2) The reactants are C([O:3][C:4](=O)[C:5]([N:7]([CH2:21][CH2:22][CH2:23][CH3:24])[C:8]1[C:17]([N+:18]([O-])=O)=[CH:16][CH:15]=[C:14]2[C:9]=1[CH2:10][CH2:11][CH2:12][NH:13]2)=[O:6])C. The catalyst is C(O)(=O)C.[Pd]. The product is [CH2:21]([N:7]1[C:8]2[C:9]3[CH2:10][CH2:11][CH2:12][NH:13][C:14]=3[CH:15]=[CH:16][C:17]=2[NH:18][C:4](=[O:3])[C:5]1=[O:6])[CH2:22][CH2:23][CH3:24]. The yield is 0.710. (3) The reactants are CS(O[CH:6]1[CH2:9][N:8]([CH:10]([C:17]2[CH:22]=[CH:21][CH:20]=[CH:19][CH:18]=2)[C:11]2[CH:16]=[CH:15][CH:14]=[CH:13][CH:12]=2)[CH2:7]1)(=O)=O.[NH:23]1[CH2:27][CH2:26][CH:25]([OH:28])[CH2:24]1.C(N(CC)CC)C. The product is [C:11]1([CH:10]([C:17]2[CH:22]=[CH:21][CH:20]=[CH:19][CH:18]=2)[N:8]2[CH2:9][CH:6]([N:23]3[CH2:27][CH2:26][CH:25]([OH:28])[CH2:24]3)[CH2:7]2)[CH:16]=[CH:15][CH:14]=[CH:13][CH:12]=1. The catalyst is C(#N)C. The yield is 0.930.